This data is from Catalyst prediction with 721,799 reactions and 888 catalyst types from USPTO. The task is: Predict which catalyst facilitates the given reaction. (1) Product: [F:43][C:40]([F:41])([F:42])[C:32]1[CH:31]=[C:30]([CH:35]=[C:34]([C:36]([F:39])([F:38])[F:37])[CH:33]=1)[CH2:29][N:22]([C:23]1[O:27][N:26]=[C:25]([CH3:28])[CH:24]=1)[C@H:18]1[CH2:19][CH2:20][CH2:21][NH:15][C:16]2[CH:47]=[C:46]([C:48]([F:51])([F:49])[F:50])[C:45]([CH3:52])=[CH:44][C:17]1=2. Reactant: FC(F)(F)C(O)=O.C(OC([N:15]1[CH2:21][CH2:20][CH2:19][C@H:18]([N:22]([CH2:29][C:30]2[CH:35]=[C:34]([C:36]([F:39])([F:38])[F:37])[CH:33]=[C:32]([C:40]([F:43])([F:42])[F:41])[CH:31]=2)[C:23]2[O:27][N:26]=[C:25]([CH3:28])[CH:24]=2)[C:17]2[CH:44]=[C:45]([CH3:52])[C:46]([C:48]([F:51])([F:50])[F:49])=[CH:47][C:16]1=2)=O)(C)(C)C.C(=O)(O)[O-].[Na+]. The catalyst class is: 2. (2) Reactant: [CH2:1]([O:8][C:9]([NH:11][C@@H:12]([C:16]1[CH:21]=[CH:20][CH:19]=[CH:18][CH:17]=1)[C:13]([OH:15])=O)=[O:10])[C:2]1[CH:7]=[CH:6][CH:5]=[CH:4][CH:3]=1.CN(C)C1C=CN=CC=1.C1(C)C=CC(S(O)(=O)=O)=CC=1.C(N=C=NC(C)C)(C)C.Cl.[F:52][C:53]1([F:58])[CH2:57][CH2:56][NH:55][CH2:54]1.C(N(CC)C(C)C)(C)C. Product: [CH2:1]([O:8][C:9](=[O:10])[NH:11][C@@H:12]([C:16]1[CH:21]=[CH:20][CH:19]=[CH:18][CH:17]=1)[C:13]([N:55]1[CH2:56][CH2:57][C:53]([F:58])([F:52])[CH2:54]1)=[O:15])[C:2]1[CH:3]=[CH:4][CH:5]=[CH:6][CH:7]=1. The catalyst class is: 4. (3) Reactant: C(N(CC)CC)C.[NH2:8][C:9]1[N:17]=[C:16]([F:18])[CH:15]=[CH:14][C:10]=1[C:11]([OH:13])=O.Cl.[F:20][C:21]([F:39])([F:38])[O:22][C:23]1[CH:28]=[CH:27][C:26]([O:29][C:30]2[CH:37]=[CH:36][C:33]([CH2:34][NH2:35])=[CH:32][CH:31]=2)=[CH:25][CH:24]=1.CN([P+](ON1N=NC2C=CC=CC1=2)(N(C)C)N(C)C)C.F[P-](F)(F)(F)(F)F. Product: [F:20][C:21]([F:38])([F:39])[O:22][C:23]1[CH:24]=[CH:25][C:26]([O:29][C:30]2[CH:37]=[CH:36][C:33]([CH2:34][NH:35][C:11](=[O:13])[C:10]3[CH:14]=[CH:15][C:16]([F:18])=[N:17][C:9]=3[NH2:8])=[CH:32][CH:31]=2)=[CH:27][CH:28]=1. The catalyst class is: 3. (4) Reactant: Cl[C:2]1[C:3]([CH3:21])=[C:4]([NH:11][C:12]2[CH:17]=[CH:16][C:15]([O:18][CH2:19][CH3:20])=[CH:14][CH:13]=2)[C:5]2[N:6]([CH:8]=[CH:9][N:10]=2)[N:7]=1.[NH2:22][C@H:23]1[CH2:28][CH2:27][C@@H:26]([NH2:29])[CH2:25][CH2:24]1. Product: [NH2:22][C@@H:23]1[CH2:28][CH2:27][C@H:26]([NH:29][C:2]2[C:3]([CH3:21])=[C:4]([NH:11][C:12]3[CH:17]=[CH:16][C:15]([O:18][CH2:19][CH3:20])=[CH:14][CH:13]=3)[C:5]3[N:6]([CH:8]=[CH:9][N:10]=3)[N:7]=2)[CH2:25][CH2:24]1. The catalyst class is: 5.